This data is from Forward reaction prediction with 1.9M reactions from USPTO patents (1976-2016). The task is: Predict the product of the given reaction. (1) Given the reactants [N:1]1[CH:6]=[CH:5][CH:4]=[C:3]([NH:7][C:8]([C:10]2[C:18]3[C:17]4[CH:19]=[CH:20][CH:21]=[CH:22][C:16]=4[O:15][C:14]=3[C:13]([O:23][CH3:24])=[CH:12][CH:11]=2)=[O:9])[CH:2]=1.ClC1C=CC=C(C(OO)=[O:33])C=1, predict the reaction product. The product is: [N:1]1[CH:6]=[CH:5][CH:4]=[C:3]([NH+:7]([O-:33])[C:8]([C:10]2[C:18]3[C:17]4[CH:19]=[CH:20][CH:21]=[CH:22][C:16]=4[O:15][C:14]=3[C:13]([O:23][CH3:24])=[CH:12][CH:11]=2)=[O:9])[CH:2]=1. (2) Given the reactants F[C:2](F)(F)[C:3]1[CH:4]=[C:5]([CH:8]=[CH:9][CH:10]=1)[CH:6]=O.[CH3:13][CH:14]([CH3:33])[CH:15]([C:27]1[CH:32]=[CH:31][CH:30]=[CH:29][CH:28]=1)[C:16]([NH:18][C@@H:19]1[C@@H:26]2[C@@H:22]([CH2:23][NH:24][CH2:25]2)[CH2:21][CH2:20]1)=[O:17].[CH:34]1(C(C2CCCCC2)C(N[C@@H]2[C@H]3[C@H](CNC3)CC2)=O)CCCC[CH2:35]1, predict the reaction product. The product is: [CH3:13][CH:14]([CH3:33])[CH:15]([C:27]1[CH:28]=[CH:29][CH:30]=[CH:31][CH:32]=1)[C:16]([NH:18][C@@H:19]1[C@@H:26]2[C@@H:22]([CH2:23][N:24]([CH2:34][CH2:35][CH2:6][C:5]3[CH:8]=[CH:9][CH:10]=[C:3]([CH3:2])[CH:4]=3)[CH2:25]2)[CH2:21][CH2:20]1)=[O:17]. (3) Given the reactants [F:1][C:2]1[CH:3]=[CH:4][C:5]([N+:9]([O-:11])=[O:10])=[C:6]([OH:8])[CH:7]=1.[C:12](=O)([O-])[O-].[K+].[K+].COS(OC)(=O)=O.ClCCl, predict the reaction product. The product is: [F:1][C:2]1[CH:3]=[CH:4][C:5]([N+:9]([O-:11])=[O:10])=[C:6]([O:8][CH3:12])[CH:7]=1. (4) Given the reactants CC1(C)C(C)(C)OB([C:9]2[CH:10]=[C:11]3[CH:17]=[CH:16][NH:15][C:12]3=[N:13][CH:14]=2)O1.Cl[C:20]1[C:25]([N:26]2[CH2:30][CH2:29][CH2:28][CH2:27]2)=[N:24][CH:23]=[CH:22][N:21]=1.C([O-])([O-])=O.[Cs+].[Cs+], predict the reaction product. The product is: [N:26]1([C:25]2[C:20]([C:9]3[CH:10]=[C:11]4[CH:17]=[CH:16][NH:15][C:12]4=[N:13][CH:14]=3)=[N:21][CH:22]=[CH:23][N:24]=2)[CH2:30][CH2:29][CH2:28][CH2:27]1.